Predict the reactants needed to synthesize the given product. From a dataset of Full USPTO retrosynthesis dataset with 1.9M reactions from patents (1976-2016). (1) Given the product [CH:34]([N:1]1[CH2:4][CH:3]([O:5][C:6]2[CH:13]=[CH:12][C:11]([C:14]3[CH:19]=[CH:18][N:17]=[C:16]([NH:20][C:21]4[CH:22]=[CH:23][C:24]([N:27]5[CH2:28][CH2:29][O:30][CH2:31][CH2:32]5)=[CH:25][CH:26]=4)[N:15]=3)=[CH:10][C:7]=2[C:8]#[N:9])[CH2:2]1)([CH3:37])[CH3:35], predict the reactants needed to synthesize it. The reactants are: [NH:1]1[CH2:4][CH:3]([O:5][C:6]2[CH:13]=[CH:12][C:11]([C:14]3[CH:19]=[CH:18][N:17]=[C:16]([NH:20][C:21]4[CH:26]=[CH:25][C:24]([N:27]5[CH2:32][CH2:31][O:30][CH2:29][CH2:28]5)=[CH:23][CH:22]=4)[N:15]=3)=[CH:10][C:7]=2[C:8]#[N:9])[CH2:2]1.I[CH:34]([CH3:37])[CH2:35]O.C([O-])([O-])=O.[K+].[K+].O. (2) Given the product [CH3:37][N:38]([CH3:49])[C:39]([C:41]1[CH:46]=[C:45]([C:15]2[CH:16]=[C:17]3[C:9]([C:4]4[CH:5]=[CH:6][CH:7]=[CH:8][C:3]=4[O:2][CH3:1])=[CH:10][N:11]([S:27]([C:30]4[CH:31]=[CH:32][C:33]([CH3:36])=[CH:34][CH:35]=4)(=[O:28])=[O:29])[C:12]3=[N:13][CH:14]=2)[N:44]=[N:43][C:42]=1[NH2:48])=[O:40], predict the reactants needed to synthesize it. The reactants are: [CH3:1][O:2][C:3]1[CH:8]=[CH:7][CH:6]=[CH:5][C:4]=1[C:9]1[C:17]2[C:12](=[N:13][CH:14]=[C:15](B3OC(C)(C)C(C)(C)O3)[CH:16]=2)[N:11]([S:27]([C:30]2[CH:35]=[CH:34][C:33]([CH3:36])=[CH:32][CH:31]=2)(=[O:29])=[O:28])[CH:10]=1.[CH3:37][N:38]([CH3:49])[C:39]([C:41]1[CH:46]=[C:45](Cl)[N:44]=[N:43][C:42]=1[NH2:48])=[O:40].C1(P(C2CCCCC2)C2C=CC=CC=2C2C(OC)=CC=CC=2OC)CCCCC1.C(=O)([O-])[O-].[K+].[K+]. (3) Given the product [CH3:1][O:2][C:3](=[O:37])[CH2:4][CH2:5][C:6]1[CH:11]=[CH:10][C:9]([O:12][CH2:13][CH2:14][C:15]2[N:16]=[C:17]([C:21]3[CH:22]=[CH:23][C:24]([C:39]4[CH:44]=[CH:43][CH:42]=[CH:41][N:40]=4)=[CH:25][CH:26]=3)[O:18][C:19]=2[CH3:20])=[CH:8][C:7]=1[CH3:36], predict the reactants needed to synthesize it. The reactants are: [CH3:1][O:2][C:3](=[O:37])[CH2:4][CH2:5][C:6]1[CH:11]=[CH:10][C:9]([O:12][CH2:13][CH2:14][C:15]2[N:16]=[C:17]([C:21]3[CH:26]=[CH:25][C:24](B4OC(C)(C)C(C)(C)O4)=[CH:23][CH:22]=3)[O:18][C:19]=2[CH3:20])=[CH:8][C:7]=1[CH3:36].Br[C:39]1[CH:44]=[CH:43][CH:42]=[CH:41][N:40]=1.C(=O)([O-])[O-].[Na+].[Na+]. (4) The reactants are: CN[C@@H:3]1[CH2:7][CH2:6][C@H:5]([OH:8])[CH2:4]1.[C:9]([O:13][C:14]([O:16]C(OC(C)(C)C)=O)=O)([CH3:12])([CH3:11])[CH3:10].[CH2:24]([N:26](CC)CC)C. Given the product [C:9]([O:13][C:14](=[O:16])[NH:26][CH2:24][C@H:3]1[CH2:7][CH2:6][C@@H:5]([OH:8])[CH2:4]1)([CH3:12])([CH3:11])[CH3:10], predict the reactants needed to synthesize it. (5) Given the product [F:9][C:10]1[CH:15]=[CH:14][CH:13]=[CH:12][C:11]=1[C:16](=[N:2][OH:3])[CH2:17][O:18][CH:19]([CH:24]=[CH2:25])[C:20]([F:23])([F:22])[F:21], predict the reactants needed to synthesize it. The reactants are: Cl.[NH2:2][OH:3].C([O-])(=O)C.[Na+].[F:9][C:10]1[CH:15]=[CH:14][CH:13]=[CH:12][C:11]=1[C:16](=O)[CH2:17][O:18][CH:19]([CH:24]=[CH2:25])[C:20]([F:23])([F:22])[F:21]. (6) Given the product [CH3:1][C:2]1[C:11]([CH3:12])=[CH:10][C:9]([NH2:13])=[C:8]2[C:3]=1[CH:4]=[CH:5][CH:6]=[N:7]2, predict the reactants needed to synthesize it. The reactants are: [CH3:1][C:2]1[C:11]([CH3:12])=[CH:10][C:9]([N+:13]([O-])=O)=[C:8]2[C:3]=1[CH:4]=[CH:5][CH:6]=[N:7]2.O.NN.